From a dataset of Catalyst prediction with 721,799 reactions and 888 catalyst types from USPTO. Predict which catalyst facilitates the given reaction. (1) Product: [Cl:1][C:2]1[C:10]([C:11]([C:14]#[N:15])([CH3:13])[CH3:12])=[CH:9][CH:8]=[CH:7][C:3]=1[C:4]([Cl:19])=[O:5]. The catalyst class is: 7. Reactant: [Cl:1][C:2]1[C:10]([C:11]([C:14]#[N:15])([CH3:13])[CH3:12])=[CH:9][CH:8]=[CH:7][C:3]=1[C:4](O)=[O:5].C(Cl)(=O)C([Cl:19])=O.CN(C)C=O. (2) Reactant: [N+:1]([C:4]1[CH:12]=[C:11]2[C:7]([CH:8]=[CH:9][NH:10]2)=[CH:6][CH:5]=1)([O-:3])=[O:2].ClS([N:17]=[C:18]=O)(=O)=O.C([O-])(O)=O.[Na+]. Product: [N+:1]([C:4]1[CH:12]=[C:11]2[C:7]([C:8]([C:18]#[N:17])=[CH:9][NH:10]2)=[CH:6][CH:5]=1)([O-:3])=[O:2]. The catalyst class is: 726. (3) Reactant: [C:1]([O:5][C:6]([N:8]1[CH2:11][C:10]([NH:13][C:14]2[CH:15]=[C:16]3[C:25](=[CH:26][C:27]=2Br)[O:24][CH2:23][C:22]2[N:17]3[C@H:18]([CH3:30])[C:19](=[O:29])[NH:20][N:21]=2)([CH3:12])[CH2:9]1)=[O:7])([CH3:4])([CH3:3])[CH3:2].[CH2:31]([O:33]/[CH:34]=[CH:35]/B1OC(C)(C)C(C)(C)O1)[CH3:32].C(Cl)Cl.C([O-])([O-])=O.[K+].[K+]. Product: [C:1]([O:5][C:6]([N:8]1[CH2:11][C:10]([NH:13][C:14]2[CH:15]=[C:16]3[C:25](=[CH:26][C:27]=2/[CH:32]=[CH:31]/[O:33][CH2:34][CH3:35])[O:24][CH2:23][C:22]2[N:17]3[C@H:18]([CH3:30])[C:19](=[O:29])[NH:20][N:21]=2)([CH3:12])[CH2:9]1)=[O:7])([CH3:4])([CH3:3])[CH3:2]. The catalyst class is: 117. (4) Reactant: [O:1]=[S:2]1(=[O:21])[CH2:9][CH:8]([NH:10][C:11](=[O:20])[O:12][CH2:13][C:14]2[CH:19]=[CH:18][CH:17]=[CH:16][CH:15]=2)[CH2:7][C:3]21[CH2:6][NH:5][CH2:4]2.Br[C:23]1[CH:28]=[CH:27][CH:26]=[CH:25][C:24]=1/[CH:29]=[CH:30]/[C:31]([O:33][CH3:34])=[O:32].C(Cl)(Cl)Cl.C([O-])([O-])=O.[Cs+].[Cs+].CC1(C)C2C(=C(P(C3C=CC=CC=3)C3C=CC=CC=3)C=CC=2)OC2C(P(C3C=CC=CC=3)C3C=CC=CC=3)=CC=CC1=2. Product: [CH2:13]([O:12][C:11]([NH:10][CH:8]1[CH2:7][C:3]2([CH2:6][N:5]([C:23]3[CH:28]=[CH:27][CH:26]=[CH:25][C:24]=3/[CH:29]=[CH:30]/[C:31]([O:33][CH3:34])=[O:32])[CH2:4]2)[S:2](=[O:1])(=[O:21])[CH2:9]1)=[O:20])[C:14]1[CH:15]=[CH:16][CH:17]=[CH:18][CH:19]=1. The catalyst class is: 101. (5) Reactant: [CH2:1]([C@@H:6]1[CH2:8][C@H:7]1[OH:9])[CH2:2][CH2:3][CH:4]=[CH2:5].[CH2:10]1[C:15](=[O:16])[N:14]([O:17][C:18](ON2C(=O)CCC2=O)=[O:19])[C:12](=[O:13])[CH2:11]1.C(N(CC)CC)C. Product: [CH2:1]([C@@H:6]1[CH2:8][C@H:7]1[O:9][C:18]([O:17][N:14]1[C:15](=[O:16])[CH2:10][CH2:11][C:12]1=[O:13])=[O:19])[CH2:2][CH2:3][C:4]#[CH:5]. The catalyst class is: 10.